From a dataset of Full USPTO retrosynthesis dataset with 1.9M reactions from patents (1976-2016). Predict the reactants needed to synthesize the given product. (1) Given the product [CH2:1]([O:8][C:9]([NH:11][C@@H:12]([C@H:17]([O:19][CH:38]1[CH2:39][CH2:40][CH2:41][CH2:42][O:37]1)[CH3:18])[C:13]([O:15][CH3:16])=[O:14])=[O:10])[C:2]1[CH:3]=[CH:4][CH:5]=[CH:6][CH:7]=1, predict the reactants needed to synthesize it. The reactants are: [CH2:1]([O:8][C:9]([NH:11][C@@H:12]([C@H:17]([OH:19])[CH3:18])[C:13]([O:15][CH3:16])=[O:14])=[O:10])[C:2]1[CH:7]=[CH:6][CH:5]=[CH:4][CH:3]=1.C1(C)C=CC(S([O-])(=O)=O)=CC=1.[NH+]1C=CC=CC=1.[O:37]1[CH:42]=[CH:41][CH2:40][CH2:39][CH2:38]1.C(=O)(O)[O-].[Na+]. (2) Given the product [F:1][C:2]1[CH:7]=[CH:6][C:5]([C:8]2[C:9]([N:22]3[CH2:23][CH2:24][N:25]([C:28]4[CH:33]=[CH:32][CH:31]=[CH:30][N:29]=4)[CH2:26][CH2:27]3)=[N:10][C:11]3[C:16]([N:17]=2)=[CH:15][C:14]([C:18]([OH:20])=[O:19])=[CH:13][CH:12]=3)=[CH:4][CH:3]=1, predict the reactants needed to synthesize it. The reactants are: [F:1][C:2]1[CH:7]=[CH:6][C:5]([C:8]2[C:9]([N:22]3[CH2:27][CH2:26][N:25]([C:28]4[CH:33]=[CH:32][CH:31]=[CH:30][N:29]=4)[CH2:24][CH2:23]3)=[N:10][C:11]3[C:16]([N:17]=2)=[CH:15][C:14]([C:18]([O:20]C)=[O:19])=[CH:13][CH:12]=3)=[CH:4][CH:3]=1.[OH-].[Na+].Cl. (3) The reactants are: [CH:1]1([O:6][C:7]2[CH:15]=[CH:14][C:13]([S:16]([CH3:19])(=[O:18])=[O:17])=[CH:12][C:8]=2[C:9]([OH:11])=O)[CH2:5][CH2:4][CH2:3][CH2:2]1.[N:20]1([C:26]2[S:27][C:28]([C:31]#[N:32])=[CH:29][N:30]=2)[CH2:25][CH2:24][NH:23][CH2:22][CH2:21]1. Given the product [CH:1]1([O:6][C:7]2[CH:15]=[CH:14][C:13]([S:16]([CH3:19])(=[O:18])=[O:17])=[CH:12][C:8]=2[C:9]([N:23]2[CH2:24][CH2:25][N:20]([C:26]3[S:27][C:28]([C:31]#[N:32])=[CH:29][N:30]=3)[CH2:21][CH2:22]2)=[O:11])[CH2:2][CH2:3][CH2:4][CH2:5]1, predict the reactants needed to synthesize it.